This data is from Full USPTO retrosynthesis dataset with 1.9M reactions from patents (1976-2016). The task is: Predict the reactants needed to synthesize the given product. (1) Given the product [CH3:1][CH:2]([CH2:8][C:9]1[CH:10]=[CH:11][CH:12]=[CH:13][CH:14]=1)[C:3]([O:5][CH2:6][CH3:7])=[O:4], predict the reactants needed to synthesize it. The reactants are: [CH3:1][C:2](=[CH:8][C:9]1[CH:14]=[CH:13][CH:12]=[CH:11][CH:10]=1)[C:3]([O:5][CH2:6][CH3:7])=[O:4]. (2) The reactants are: [F:1][C:2]1[CH:10]=[C:9]2[C:5]([CH:6]=[CH:7][N:8]2[S:11]([C:14]2[CH:19]=[CH:18][C:17]([O:20][CH2:21][C:22]([F:25])([F:24])[F:23])=[C:16]([N:26]3[CH2:31][CH2:30][NH:29][CH2:28][CH2:27]3)[CH:15]=2)(=[O:13])=[O:12])=[CH:4][CH:3]=1.[C:32]([BH3-])#N.[Na+].C=O. Given the product [F:1][C:2]1[CH:10]=[C:9]2[C:5]([CH:6]=[CH:7][N:8]2[S:11]([C:14]2[CH:19]=[CH:18][C:17]([O:20][CH2:21][C:22]([F:23])([F:24])[F:25])=[C:16]([N:26]3[CH2:27][CH2:28][N:29]([CH3:32])[CH2:30][CH2:31]3)[CH:15]=2)(=[O:13])=[O:12])=[CH:4][CH:3]=1, predict the reactants needed to synthesize it. (3) Given the product [Cl:1][C:2]1[C:11]2[C:6](=[CH:7][CH:8]=[C:9]([OH:12])[CH:10]=2)[O:5][C:4](=[O:14])[C:3]=1[C:15]1[CH:20]=[CH:19][CH:18]=[C:17]([OH:21])[CH:16]=1, predict the reactants needed to synthesize it. The reactants are: [Cl:1][C:2]1[C:11]2[C:6](=[CH:7][CH:8]=[C:9]([O:12]C)[CH:10]=2)[O:5][C:4](=[O:14])[C:3]=1[C:15]1[CH:20]=[CH:19][CH:18]=[C:17]([O:21]C)[CH:16]=1.B(Br)(Br)Br. (4) Given the product [CH3:1][O:2][C:3]1[N:8]=[C:7]2[N:9]=[C:10]([S:12]([CH2:13][C:14]3[C:19]([CH3:20])=[C:18]([O:21][CH3:22])[C:17]([CH3:23])=[CH:16][N:15]=3)=[O:39])[NH:11][C:6]2=[CH:5][CH:4]=1, predict the reactants needed to synthesize it. The reactants are: [CH3:1][O:2][C:3]1[N:8]=[C:7]2[N:9]=[C:10]([S:12][CH2:13][C:14]3[C:19]([CH3:20])=[C:18]([O:21][CH3:22])[C:17]([CH3:23])=[CH:16][N:15]=3)[NH:11][C:6]2=[CH:5][CH:4]=1.[O-]O.C1(C(C)C)C=CC=CC=1.C([O:39]O)(C)(C)C.NC1(O)C2C(=CC=CC=2)CC1. (5) Given the product [Cl:21][C:22]1[C:23]([CH3:31])=[C:24]([CH:28]=[CH:29][CH:30]=1)[C:25]([NH:2][CH2:3][C:4]1[N:5]=[CH:6][C:7]([C:11]([NH:13][CH2:14][C:15]2[S:19][C:18]([CH3:20])=[N:17][CH:16]=2)=[O:12])=[N:8][C:9]=1[CH3:10])=[O:26], predict the reactants needed to synthesize it. The reactants are: Cl.[NH2:2][CH2:3][C:4]1[N:5]=[CH:6][C:7]([C:11]([NH:13][CH2:14][C:15]2[S:19][C:18]([CH3:20])=[N:17][CH:16]=2)=[O:12])=[N:8][C:9]=1[CH3:10].[Cl:21][C:22]1[C:23]([CH3:31])=[C:24]([CH:28]=[CH:29][CH:30]=1)[C:25](O)=[O:26].C(N(CC)CC)C. (6) Given the product [CH:1]1[C:10]2[C:5](=[CH:6][CH:7]=[CH:8][CH:9]=2)[CH:4]=[CH:3][C:2]=1[C:11]1[CH:18]=[CH:17][CH:16]=[CH:15][C:12]=1[CH2:13][Cl:21], predict the reactants needed to synthesize it. The reactants are: [CH:1]1[C:10]2[C:5](=[CH:6][CH:7]=[CH:8][CH:9]=2)[CH:4]=[CH:3][C:2]=1[C:11]1[CH:18]=[CH:17][CH:16]=[CH:15][C:12]=1[CH2:13]O.O=S(Cl)[Cl:21]. (7) Given the product [CH3:24][NH:25][C:3]([C@@H:5]1[O:9][C:8](=[O:10])[N:7]([C:11]2[CH:12]=[C:13]3[C:18](=[C:19]([F:21])[CH:20]=2)[N:17]([CH3:22])[C:16](=[O:23])[CH2:15][CH2:14]3)[CH2:6]1)=[O:2], predict the reactants needed to synthesize it. The reactants are: C[O:2][C:3]([C@@H:5]1[O:9][C:8](=[O:10])[N:7]([C:11]2[CH:12]=[C:13]3[C:18](=[C:19]([F:21])[CH:20]=2)[N:17]([CH3:22])[C:16](=[O:23])[CH2:15][CH2:14]3)[CH2:6]1)=O.[CH3:24][NH2:25]. (8) Given the product [Cl:1][C:2]1[CH:7]=[CH:6][CH:5]=[CH:4][C:3]=1[C@@H:8]([OH:15])[CH2:9][N:10]1[N:14]=[N:13][CH:12]=[N:11]1, predict the reactants needed to synthesize it. The reactants are: [Cl:1][C:2]1[CH:7]=[CH:6][CH:5]=[CH:4][C:3]=1[C:8](=[O:15])[CH2:9][N:10]1[N:14]=[N:13][CH:12]=[N:11]1.ClC1C=CC=CC=1C(=O)CN1C=NN=N1. (9) Given the product [F:3][C:4]1[CH:9]=[CH:8][C:7]([CH2:10][CH2:11][C:12]2[N:17]=[C:16]([NH2:18])[N:15]=[C:14]([NH:19][C:20]3[CH:21]=[CH:22][C:23]([O:26][C:27]4[CH:32]=[CH:31][N:30]=[C:29]([C:33]([F:34])([F:35])[F:36])[CH:28]=4)=[CH:24][CH:25]=3)[CH:13]=2)=[CH:6][CH:5]=1, predict the reactants needed to synthesize it. The reactants are: N#N.[F:3][C:4]1[CH:9]=[CH:8][C:7]([C:10]#[C:11][C:12]2[N:17]=[C:16]([NH2:18])[N:15]=[C:14]([NH:19][C:20]3[CH:25]=[CH:24][C:23]([O:26][C:27]4[CH:32]=[CH:31][N:30]=[C:29]([C:33]([F:36])([F:35])[F:34])[CH:28]=4)=[CH:22][CH:21]=3)[CH:13]=2)=[CH:6][CH:5]=1. (10) Given the product [CH3:27][O:28][N:29]([CH3:30])[C:23](=[O:25])[C@@H:21]([NH:20][C:18](=[O:19])[O:17][C:13]([CH3:14])([CH3:15])[CH3:16])[CH3:22], predict the reactants needed to synthesize it. The reactants are: C1N=CN(C(N2C=NC=C2)=O)C=1.[C:13]([O:17][C:18]([NH:20][C@H:21]([C:23]([OH:25])=O)[CH3:22])=[O:19])([CH3:16])([CH3:15])[CH3:14].Cl.[CH3:27][O:28][NH:29][CH3:30].